Dataset: Catalyst prediction with 721,799 reactions and 888 catalyst types from USPTO. Task: Predict which catalyst facilitates the given reaction. (1) Reactant: ClC(O[C:6](=[O:12])OC(Cl)(Cl)Cl)(Cl)Cl.[C:13]([C:17]1[CH:18]=[C:19]([C:23]2([NH2:26])[CH2:25][CH2:24]2)[CH:20]=[CH:21][CH:22]=1)([CH3:16])([CH3:15])[CH3:14].CCN(C(C)C)C(C)C. Product: [C:13]([C:17]1[CH:22]=[CH:21][CH:20]=[C:19]([C:23]2([N:26]=[C:6]=[O:12])[CH2:25][CH2:24]2)[CH:18]=1)([CH3:16])([CH3:14])[CH3:15]. The catalyst class is: 2. (2) Product: [OH:30][CH:31]([CH2:32][OH:33])[CH2:34][N:25]1[CH2:24][CH2:23][C:22]2[CH:28]=[CH:29][C:19]([C:16]3[N:15]=[C:14]([C:11]4[CH:12]=[CH:13][C:6]([N:4]5[CH2:5][CH:2]([F:1])[CH2:3]5)=[C:7]([CH:10]=4)[C:8]#[N:9])[O:18][N:17]=3)=[CH:20][C:21]=2[CH2:27][CH2:26]1. The catalyst class is: 2. Reactant: [F:1][CH:2]1[CH2:5][N:4]([C:6]2[CH:13]=[CH:12][C:11]([C:14]3[O:18][N:17]=[C:16]([C:19]4[CH:29]=[CH:28][C:22]5[CH2:23][CH2:24][NH:25][CH2:26][CH2:27][C:21]=5[CH:20]=4)[N:15]=3)=[CH:10][C:7]=2[C:8]#[N:9])[CH2:3]1.[OH:30][CH:31]([CH2:34]O)[CH:32]=[O:33].C(O[BH-](OC(=O)C)OC(=O)C)(=O)C.[Na+].C(O)(=O)C.